From a dataset of Reaction yield outcomes from USPTO patents with 853,638 reactions. Predict the reaction yield, written as a fraction of the theoretical maximum amount of product (1.0 means a 100% yield; for example, 0.34 means a 34% yield). (1) The yield is 0.500. The catalyst is C(#N)C.C([O-])(=O)C.[Pd+2].C([O-])(=O)C. The product is [F:1][C:2]1([F:13])[CH2:7][CH2:6][C:5](=[O:8])[CH:4]=[CH:3]1. The reactants are [F:1][C:2]1([F:13])[CH2:7][CH2:6][C:5]([O:8][Si](C)(C)C)=[CH:4][CH2:3]1. (2) The reactants are [H-].[Na+].[Br:3][C:4]1[CH:5]=[C:6]([OH:11])[C:7](=[CH:9][CH:10]=1)[OH:8].Cl.Cl[CH2:14][CH2:15][N:16]1[CH2:21][CH2:20][O:19][CH2:18][CH2:17]1.[OH2:22]. The catalyst is CN(C=O)C. The product is [O:19]1[CH2:20][CH2:21][N:16]([CH2:15][CH2:14][O:11][C:6]2[CH:5]=[C:4]([Br:3])[CH:10]=[CH:9][C:7]=2[O:8][CH2:14][CH2:15][N:16]2[CH2:21][CH2:20][O:22][CH2:18][CH2:17]2)[CH2:17][CH2:18]1. The yield is 0.360. (3) The reactants are C([O:3][CH:4](OCC)[C:5]1[CH:6]=[C:7]([CH:11]2[NH:23][C:21]3[C:22]4[C:13](=[N:14][NH:15][C:16](=[O:24])[C:17]=4[CH:18]=[CH:19][CH:20]=3)[CH:12]2C2C=CC=C(C(OCC)OCC)C=2)[CH:8]=[CH:9][CH:10]=1)C.[C:41](=[O:44])([O-])[O-].[K+].[K+]. The catalyst is Cl. The product is [O:24]=[C:16]1[C:17]2[CH:18]=[CH:19][CH:20]=[C:21]3[NH:23][C:11]([C:7]4[CH:6]=[C:5]([CH:10]=[CH:9][CH:8]=4)[CH:4]=[O:3])([C:5]4[CH:10]=[C:9]([CH:8]=[CH:7][CH:6]=4)[CH:41]=[O:44])[CH2:12][C:13]([C:22]=23)=[N:14][NH:15]1. The yield is 0.880.